From a dataset of Forward reaction prediction with 1.9M reactions from USPTO patents (1976-2016). Predict the product of the given reaction. (1) Given the reactants [C:1]([C:3]1[CH:17]=[C:16](I)[C:6]2[N:7]([C:10]3[CH:15]=[CH:14][CH:13]=[CH:12][CH:11]=3)[CH:8]=[N:9][C:5]=2[CH:4]=1)#[N:2].[OH:19][CH2:20][C:21]1[CH:26]=[CH:25][C:24](B(O)O)=[CH:23][CH:22]=1.C(=O)([O-])[O-].[K+].[K+].C(C1C=C(C2C=CC=C(CO)C=2)C2N(C3C=CC=CC=3)C=NC=2C=1)#N, predict the reaction product. The product is: [C:1]([C:3]1[CH:17]=[C:16]([C:24]2[CH:25]=[CH:26][C:21]([CH2:20][OH:19])=[CH:22][CH:23]=2)[C:6]2[N:7]([C:10]3[CH:15]=[CH:14][CH:13]=[CH:12][CH:11]=3)[CH:8]=[N:9][C:5]=2[CH:4]=1)#[N:2]. (2) Given the reactants CN(C)C(N1[CH2:10][CH:9]=[C:8]([C:11]2[NH:28][C:14]3[N:15]=[CH:16][N:17]=[C:18]([C:19]4[CH:24]=[C:23]([F:25])[CH:22]=[C:21]([NH2:26])[C:20]=4[CH3:27])[C:13]=3[CH:12]=2)[CH2:7][CH2:6]1)=O.ClC1C2C=C(C3CC[S:43]CC=3)NC=2N=CN=1, predict the reaction product. The product is: [S:43]1[CH2:10][CH:9]=[C:8]([C:11]2[NH:28][C:14]3[N:15]=[CH:16][N:17]=[C:18]([C:19]4[C:20]([CH3:27])=[C:21]([NH2:26])[CH:22]=[C:23]([F:25])[CH:24]=4)[C:13]=3[CH:12]=2)[CH2:7][CH2:6]1.